Dataset: Full USPTO retrosynthesis dataset with 1.9M reactions from patents (1976-2016). Task: Predict the reactants needed to synthesize the given product. (1) The reactants are: [CH:1]1([C:4]2[N:8]([C:9]3[CH:14]=[CH:13][CH:12]=[C:11]([C:15]([F:18])([F:17])[F:16])[CH:10]=3)[N:7]=[C:6]([CH3:19])[C:5]=2[C:20]([N:22]2[CH2:27][CH2:26][C:25](=O)[CH2:24][CH2:23]2)=[O:21])[CH2:3][CH2:2]1.Cl.[CH3:30][C@@H:31]1[C@@H:35]([OH:36])[CH2:34][CH2:33][NH:32]1. Given the product [CH:1]1([C:4]2[N:8]([C:9]3[CH:14]=[CH:13][CH:12]=[C:11]([C:15]([F:17])([F:16])[F:18])[CH:10]=3)[N:7]=[C:6]([CH3:19])[C:5]=2[C:20]([N:22]2[CH2:23][CH2:24][CH:25]([N:32]3[CH2:33][CH2:34][C@H:35]([OH:36])[C@H:31]3[CH3:30])[CH2:26][CH2:27]2)=[O:21])[CH2:3][CH2:2]1, predict the reactants needed to synthesize it. (2) Given the product [Si:29]([O:36][C@H:37]1[C@H:44]2[C@H:40]([O:41][C:42]([CH3:46])([CH3:45])[O:43]2)[O:39][C@H:38]1[CH:47]([C:2]1[CH:3]=[CH:4][C:5]([Cl:23])=[C:6]([CH2:7][C:8]2[CH:21]=[CH:20][C:11]([O:12][Si:13]([C:16]([CH3:19])([CH3:18])[CH3:17])([CH3:15])[CH3:14])=[CH:10][CH:9]=2)[CH:22]=1)[OH:48])([C:32]([CH3:35])([CH3:34])[CH3:33])([CH3:30])[CH3:31], predict the reactants needed to synthesize it. The reactants are: Br[C:2]1[CH:3]=[CH:4][C:5]([Cl:23])=[C:6]([CH:22]=1)[CH2:7][C:8]1[CH:21]=[CH:20][C:11]([O:12][Si:13]([C:16]([CH3:19])([CH3:18])[CH3:17])([CH3:15])[CH3:14])=[CH:10][CH:9]=1.[Li]CCCC.[Si:29]([O:36][C@H:37]1[C@H:44]2[C@H:40]([O:41][C:42]([CH3:46])([CH3:45])[O:43]2)[O:39][C@H:38]1[CH:47]=[O:48])([C:32]([CH3:35])([CH3:34])[CH3:33])([CH3:31])[CH3:30]. (3) Given the product [C:13]([NH:18][C:2]1[CH:3]=[C:4]([CH:9]=[C:10]([CH3:12])[N:11]=1)[C:5]([O:7][CH3:8])=[O:6])(=[O:17])[CH:14]([CH3:16])[CH3:15], predict the reactants needed to synthesize it. The reactants are: Cl[C:2]1[CH:3]=[C:4]([CH:9]=[C:10]([CH3:12])[N:11]=1)[C:5]([O:7][CH3:8])=[O:6].[C:13]([NH2:18])(=[O:17])[CH:14]([CH3:16])[CH3:15]. (4) Given the product [CH3:15][C:16]1[CH:24]=[C:23]([C:25]2[NH:6][C:4](=[O:5])[C:3]3[C:2](=[CH:10][C:9]([O:11][CH3:12])=[CH:8][C:7]=3[O:13][CH3:14])[N:1]=2)[CH:22]=[C:18]([CH3:19])[CH:17]=1, predict the reactants needed to synthesize it. The reactants are: [NH2:1][C:2]1[CH:10]=[C:9]([O:11][CH3:12])[CH:8]=[C:7]([O:13][CH3:14])[C:3]=1[C:4]([NH2:6])=[O:5].[CH3:15][C:16]1[CH:17]=[C:18]([CH:22]=[C:23]([CH3:25])[CH:24]=1)[C:19](Cl)=O. (5) Given the product [CH:67]1([N:66]([CH2:65][CH:64]([O:73][CH3:74])[O:63][CH3:62])[C:57](=[O:58])[CH2:56][CH2:55][O:54][CH2:53][CH2:52][C:51]2[CH:60]=[CH:61][C:48]([CH2:47][CH2:46][N:43]3[CH2:42][CH2:41][C:39]4([O:38][CH2:37][CH2:36][N:35]([C:33]([C:31]5[N:32]=[C:28]([CH:25]([CH3:26])[CH3:27])[S:29][CH:30]=5)=[O:34])[CH2:40]4)[CH2:45][CH2:44]3)=[CH:49][CH:50]=2)[CH2:72][CH2:71][CH2:70][CH2:69][CH2:68]1, predict the reactants needed to synthesize it. The reactants are: CN(C(ON1N=NC2C=CC=NC1=2)=[N+](C)C)C.F[P-](F)(F)(F)(F)F.[CH:25]([C:28]1[S:29][CH:30]=[C:31]([C:33]([N:35]2[CH2:40][C:39]3([CH2:45][CH2:44][N:43]([CH2:46][CH2:47][C:48]4[CH:61]=[CH:60][C:51]([CH2:52][CH2:53][O:54][CH2:55][CH2:56][C:57](O)=[O:58])=[CH:50][CH:49]=4)[CH2:42][CH2:41]3)[O:38][CH2:37][CH2:36]2)=[O:34])[N:32]=1)([CH3:27])[CH3:26].[CH3:62][O:63][CH:64]([O:73][CH3:74])[CH2:65][NH:66][CH:67]1[CH2:72][CH2:71][CH2:70][CH2:69][CH2:68]1.C(N(CC)CC)C. (6) Given the product [CH:11]1([Si:16]([CH:6]2[CH2:7][CH2:8][CH2:9][CH2:10]2)([Cl:18])[Cl:17])[CH2:15][CH2:14][CH:13]=[CH:12]1, predict the reactants needed to synthesize it. The reactants are: [CH2:8]1[CH:7]2[CH:6]3[CH:10]=[CH:9][CH:8]([CH:6]2[CH:10]=[CH:9]1)[CH2:7]3.[CH:11]1([SiH:16]([Cl:18])[Cl:17])[CH2:15][CH2:14][CH2:13][CH2:12]1.CCCCCCCCCCCCCCCC.